This data is from Catalyst prediction with 721,799 reactions and 888 catalyst types from USPTO. The task is: Predict which catalyst facilitates the given reaction. (1) Reactant: [NH2:1][CH2:2][CH2:3][O:4][C:5]1[C:26]([O:27][CH3:28])=[CH:25][C:8]2[C:9]3[N:14]([CH:15]([CH2:17][CH3:18])[CH2:16][C:7]=2[CH:6]=1)[CH:13]=[C:12]([C:19]([O:21][CH2:22][CH3:23])=[O:20])[C:11](=[O:24])[CH:10]=3.CCN(CC)CC.[C:36](Cl)(=[O:38])[CH3:37]. Product: [C:36]([NH:1][CH2:2][CH2:3][O:4][C:5]1[C:26]([O:27][CH3:28])=[CH:25][C:8]2[C:9]3[N:14]([CH:15]([CH2:17][CH3:18])[CH2:16][C:7]=2[CH:6]=1)[CH:13]=[C:12]([C:19]([O:21][CH2:22][CH3:23])=[O:20])[C:11](=[O:24])[CH:10]=3)(=[O:38])[CH3:37]. The catalyst class is: 23. (2) Reactant: [F-].C([N+](CCCC)(CCCC)CCCC)CCC.[NH2:19][C:20]1[CH:21]=[C:22]([C:26]2[CH:31]=[C:30]([C:32]3[CH:37]=[CH:36][CH:35]=[CH:34][C:33]=3[O:38][Si](C(C)(C)C)(C)C)[N:29]=[C:28]([NH:46][C:47]([C:49]3[S:50][C:51]([Cl:54])=[CH:52][CH:53]=3)=[O:48])[C:27]=2[C:55]#[N:56])[CH:23]=[CH:24][CH:25]=1. The catalyst class is: 20. Product: [NH2:19][C:20]1[CH:21]=[C:22]([C:26]2[CH:31]=[C:30]([C:32]3[CH:37]=[CH:36][CH:35]=[CH:34][C:33]=3[OH:38])[N:29]=[C:28]([NH:46][C:47]([C:49]3[S:50][C:51]([Cl:54])=[CH:52][CH:53]=3)=[O:48])[C:27]=2[C:55]#[N:56])[CH:23]=[CH:24][CH:25]=1. (3) Reactant: [CH3:1][C:2](O)([CH3:28])[CH2:3][N:4]1[CH2:9][CH2:8][CH:7]([CH2:10][O:11][C:12]2[CH:13]=[N:14][C:15]([C:18]3[CH:23]=[CH:22][C:21]([S:24]([CH3:27])(=[O:26])=[O:25])=[CH:20][CH:19]=3)=[CH:16][CH:17]=2)[CH2:6][CH2:5]1.COCCN(S(F)(F)[F:40])CCOC. Product: [F:40][C:2]([CH3:28])([CH3:1])[CH2:3][N:4]1[CH2:9][CH2:8][CH:7]([CH2:10][O:11][C:12]2[CH:17]=[CH:16][C:15]([C:18]3[CH:23]=[CH:22][C:21]([S:24]([CH3:27])(=[O:26])=[O:25])=[CH:20][CH:19]=3)=[N:14][CH:13]=2)[CH2:6][CH2:5]1. The catalyst class is: 2. (4) Reactant: [F:1][C:2]1[C:10]([O:11][CH3:12])=[C:9]([F:13])[CH:8]=[CH:7][C:3]=1[C:4](O)=[O:5].S(Cl)([Cl:16])=O. Product: [F:1][C:2]1[C:10]([O:11][CH3:12])=[C:9]([F:13])[CH:8]=[CH:7][C:3]=1[C:4]([Cl:16])=[O:5]. The catalyst class is: 13. (5) Reactant: [CH3:1][O:2][C:3]1[CH:4]=[C:5]([CH:8]=[CH:9][C:10]=1[O:11][CH3:12])[CH:6]=O.S(O)(O)(=O)=O.[CH3:18][C@H:19]([NH2:27])[CH2:20][C:21]1[CH:26]=[CH:25][CH:24]=[CH:23][CH:22]=1.C(N(CC)CC)C.C(O[BH-](OC(=O)C)OC(=O)C)(=O)C.[Na+]. Product: [CH3:1][O:2][C:3]1[CH:4]=[C:5]([CH:8]=[CH:9][C:10]=1[O:11][CH3:12])[CH2:6][NH:27][C@@H:19]([CH3:18])[CH2:20][C:21]1[CH:26]=[CH:25][CH:24]=[CH:23][CH:22]=1. The catalyst class is: 26. (6) Reactant: B(Br)(Br)Br.C[O:6][C:7]1[CH:39]=[CH:38][C:10](/[CH:11]=[CH:12]/[C:13]2[CH:18]=[C:17]([O:19]C)[C:16]([CH2:21][CH2:22][CH2:23][CH2:24][CH2:25][CH2:26][CH2:27][CH2:28][CH2:29][CH2:30][CH2:31][CH2:32][CH2:33][CH2:34][OH:35])=[C:15]([O:36]C)[CH:14]=2)=[CH:9][CH:8]=1.O. Product: [OH:6][C:7]1[CH:8]=[CH:9][C:10](/[CH:11]=[CH:12]/[C:13]2[CH:18]=[C:17]([OH:19])[C:16]([CH2:21][CH2:22][CH2:23][CH2:24][CH2:25][CH2:26][CH2:27][CH2:28][CH2:29][CH2:30][CH2:31][CH2:32][CH2:33][CH2:34][OH:35])=[C:15]([OH:36])[CH:14]=2)=[CH:38][CH:39]=1. The catalyst class is: 4.